From a dataset of Catalyst prediction with 721,799 reactions and 888 catalyst types from USPTO. Predict which catalyst facilitates the given reaction. (1) Reactant: Cl[CH2:2][CH:3]=[O:4].[N:5]1[CH:6]=[CH:7][N:8]2[CH:13]=[C:12]([C:14]3[N:23]=[C:22]([NH:24][CH2:25][CH:26]([C:33]4[CH:38]=[CH:37][CH:36]=[CH:35][CH:34]=4)[N:27]4CCC[CH2:29][CH2:28]4)[C:21]4[C:16](=[CH:17][CH:18]=[CH:19][CH:20]=4)[N:15]=3)[CH:11]=[N:10][C:9]=12. Product: [N:5]1[CH:6]=[CH:7][N:8]2[CH:13]=[C:12]([C:14]3[N:23]=[C:22]([NH:24][CH2:25][CH:26]([N:27]4[CH2:28][CH2:29][O:4][CH2:3][CH2:2]4)[C:33]4[CH:38]=[CH:37][CH:36]=[CH:35][CH:34]=4)[C:21]4[C:16](=[CH:17][CH:18]=[CH:19][CH:20]=4)[N:15]=3)[CH:11]=[N:10][C:9]=12. The catalyst class is: 61. (2) Reactant: [CH:1]1([CH2:7][CH2:8][N:9]2[C:17]([C:18](OC)=[O:19])=[N:16][C:15]3[C:10]2=[N:11][CH:12]=[N:13][C:14]=3[NH2:22])[CH2:6][CH2:5][CH2:4][CH2:3][CH2:2]1.[H-].[Al+3].[Li+].[H-].[H-].[H-]. Product: [CH:1]1([CH2:7][CH2:8][N:9]2[C:17]([CH2:18][OH:19])=[N:16][C:15]3[C:10]2=[N:11][CH:12]=[N:13][C:14]=3[NH2:22])[CH2:6][CH2:5][CH2:4][CH2:3][CH2:2]1. The catalyst class is: 7. (3) The catalyst class is: 5. Product: [Br:1][CH2:2][CH2:3][C:4]1[CH:12]=[CH:11][C:7]([C:8]([O:10][CH3:13])=[O:9])=[CH:6][CH:5]=1. Reactant: [Br:1][CH2:2][CH2:3][C:4]1[CH:12]=[CH:11][C:7]([C:8]([OH:10])=[O:9])=[CH:6][CH:5]=1.[CH3:13]CN=C=NCCCN(C)C.Cl.C1C=CC2N(O)N=NC=2C=1. (4) Reactant: C(OC([NH:8][C@@H:9]([CH:26]1[CH2:31][CH2:30][O:29][CH2:28][CH2:27]1)[C:10]([N:12]1[C:16]2=[N:17][CH:18]=[CH:19][CH:20]=[C:15]2[CH2:14][C@H:13]1[C:21]([O:23][CH2:24][CH3:25])=[O:22])=[O:11])=O)(C)(C)C.C(O)(C(F)(F)F)=O. Product: [NH2:8][C@@H:9]([CH:26]1[CH2:31][CH2:30][O:29][CH2:28][CH2:27]1)[C:10]([N:12]1[C:16]2=[N:17][CH:18]=[CH:19][CH:20]=[C:15]2[CH2:14][C@H:13]1[C:21]([O:23][CH2:24][CH3:25])=[O:22])=[O:11]. The catalyst class is: 2. (5) Reactant: [Si](OCC1SC(C(CN2[C:29](=[O:30])[C:28]3[C:23](=[CH:24][CH:25]=[CH:26][CH:27]=3)C2=O)C(OC)=O)=CC=1)(C(C)(C)C)(C)C.[Li+].[OH-:33].O. Product: [C:29]([OH:30])(=[O:33])[C:28]1[CH:23]=[CH:24][CH:25]=[CH:26][CH:27]=1. The catalyst class is: 20. (6) Reactant: [F:1][C:2]1[CH:11]=[C:10]([F:12])[C:5]2[NH:6][C:7]([CH3:9])=[N:8][C:4]=2[CH:3]=1.[Cl:13][C:14]1[CH:19]=[C:18](Cl)[N:17]=[C:16]([S:21][CH3:22])[N:15]=1.C([O-])([O-])=O.[Cs+].[Cs+].C(#N)C. Product: [Cl:13][C:14]1[N:15]=[C:16]([S:21][CH3:22])[N:17]=[C:18]([N:8]2[C:4]3[CH:3]=[C:2]([F:1])[CH:11]=[C:10]([F:12])[C:5]=3[N:6]=[C:7]2[CH3:9])[CH:19]=1. The catalyst class is: 4. (7) Reactant: ClC1C=CC=C(C(OO)=[O:9])C=1.[Br:12][C:13]1[C:22]([CH3:23])=[CH:21][CH:20]=[C:19]2[C:14]=1[CH:15]=[CH:16][CH:17]=[N:18]2. Product: [Br:12][C:13]1[C:22]([CH3:23])=[CH:21][CH:20]=[C:19]2[C:14]=1[CH:15]=[CH:16][CH:17]=[N+:18]2[O-:9]. The catalyst class is: 2. (8) Reactant: Cl.[CH3:2][O:3][C:4]([CH:6]1[CH2:9][NH:8][CH2:7]1)=[O:5].Cl[C:11]1[N:16]=[CH:15][CH:14]=[CH:13][N:12]=1. Product: [CH3:2][O:3][C:4]([CH:6]1[CH2:9][N:8]([C:11]2[N:16]=[CH:15][CH:14]=[CH:13][N:12]=2)[CH2:7]1)=[O:5]. The catalyst class is: 5.